From a dataset of Catalyst prediction with 721,799 reactions and 888 catalyst types from USPTO. Predict which catalyst facilitates the given reaction. (1) Reactant: [H-].[Al+3].[Li+].[H-].[H-].[H-].C[O:8][C:9]([C:11]1([CH2:25][CH2:26][CH2:27][CH2:28][CH2:29][CH3:30])[C:24]2[CH:23]=[CH:22][CH:21]=[CH:20][C:19]=2[O:18][C:17]2[C:12]1=[CH:13][CH:14]=[CH:15][CH:16]=2)=O. Product: [CH2:25]([C:11]1([CH2:9][OH:8])[C:24]2[CH:23]=[CH:22][CH:21]=[CH:20][C:19]=2[O:18][C:17]2[C:12]1=[CH:13][CH:14]=[CH:15][CH:16]=2)[CH2:26][CH2:27][CH2:28][CH2:29][CH3:30]. The catalyst class is: 1. (2) Reactant: [CH3:1][O:2][C:3]1[N:8]=[C:7]([O:9][CH:10]2[CH2:14][CH:13]([C:15](O)=[O:16])[CH:12]([C:18](=[O:30])[NH:19][C:20]3([C:25]([O:27][CH2:28][CH3:29])=[O:26])[CH2:22][CH:21]3[CH:23]=[CH2:24])[CH2:11]2)[CH:6]=[C:5]([O:31][CH3:32])[N:4]=1.[CH3:33][NH:34][CH:35]=[CH:36][CH2:37][CH2:38][CH2:39][CH3:40].CCN(C(C)C)C(C)C.CN(C(ON1N=NC2C=CC=NC1=2)=[N+](C)C)C.F[P-](F)(F)(F)(F)F. Product: [CH2:28]([O:27][C:25]([C:20]1([NH:19][C:18]([CH:12]2[CH2:11][CH:10]([O:9][C:7]3[CH:6]=[C:5]([O:31][CH3:32])[N:4]=[C:3]([O:2][CH3:1])[N:8]=3)[CH2:14][CH:13]2[C:15](=[O:16])[N:34]([CH2:35][CH2:36][CH2:37][CH2:38][CH:39]=[CH2:40])[CH3:33])=[O:30])[CH2:22][CH:21]1[CH:23]=[CH2:24])=[O:26])[CH3:29]. The catalyst class is: 3. (3) Reactant: O[CH2:2][C@@H]([C@H]([C@@H]([C@@H](CO)O)O)O)O.C1CCCCC1.[Br:19][C:20]1[CH:21]=[C:22]([CH:25]=[CH:26][C:27]=1[CH2:28][CH3:29])[CH:23]=[O:24].CO. Product: [Br:19][C:20]1[CH:21]=[C:22]([CH:25]=[CH:26][C:27]=1[CH:28]([CH3:2])[CH3:29])[CH:23]=[O:24]. The catalyst class is: 6. (4) Reactant: [CH3:1][O:2][C:3]1[CH:4]=[C:5]([NH:20][C:21]([C:23]2[S:27][C:26]([C:28]3[CH:33]=[CH:32][C:31]([Cl:34])=[CH:30][CH:29]=3)=[N:25][C:24]=2[CH2:35][CH2:36]O)=[O:22])[CH:6]=[CH:7][C:8]=1[O:9][Si:10]([CH:17]([CH3:19])[CH3:18])([CH:14]([CH3:16])[CH3:15])[CH:11]([CH3:13])[CH3:12].CC(OI1(OC(C)=O)(OC(C)=O)OC(=O)C2C=CC=CC1=2)=O. Product: [Cl:34][C:31]1[CH:30]=[CH:29][C:28]([C:26]2[S:27][C:23]3[C:21](=[O:22])[N:20]([C:5]4[CH:6]=[CH:7][C:8]([O:9][Si:10]([CH:11]([CH3:12])[CH3:13])([CH:17]([CH3:19])[CH3:18])[CH:14]([CH3:15])[CH3:16])=[C:3]([O:2][CH3:1])[CH:4]=4)[CH:36]=[CH:35][C:24]=3[N:25]=2)=[CH:33][CH:32]=1. The catalyst class is: 797. (5) Reactant: [NH2:1][C:2]1[CH:23]=[CH:22][C:5]2[N:6]([CH:9]([C:16]3[CH:21]=[CH:20][CH:19]=[CH:18][CH:17]=3)[CH2:10][C:11]([O:13][CH2:14][CH3:15])=[O:12])[CH:7]=[N:8][C:4]=2[CH:3]=1.C(N(CC)CC)C.[N+:31]([C:34]1[CH:42]=[CH:41][C:37]([C:38](Cl)=[O:39])=[CH:36][CH:35]=1)([O-:33])=[O:32]. Product: [N+:31]([C:34]1[CH:35]=[CH:36][C:37]([C:38]([NH:1][C:2]2[CH:23]=[CH:22][C:5]3[N:6]([CH:9]([C:16]4[CH:17]=[CH:18][CH:19]=[CH:20][CH:21]=4)[CH2:10][C:11]([O:13][CH2:14][CH3:15])=[O:12])[CH:7]=[N:8][C:4]=3[CH:3]=2)=[O:39])=[CH:41][CH:42]=1)([O-:33])=[O:32]. The catalyst class is: 4. (6) Reactant: [N+]([C:4]1[NH:5][CH:6]=[C:7]([N+:9]([O-:11])=[O:10])[N:8]=1)([O-])=O.[CH3:12][C:13]1([CH2:16][NH:17][C:18](=[O:27])[O:19][CH2:20][C:21]2[CH:26]=[CH:25][CH:24]=[CH:23][CH:22]=2)[CH2:15][O:14]1.C([O-])(=O)C.[Na+].C(=O)([O-])O.[Na+]. Product: [CH3:15][C:13]1([CH2:16][NH:17][C:18](=[O:27])[O:19][CH2:20][C:21]2[CH:26]=[CH:25][CH:24]=[CH:23][CH:22]=2)[O:14][C:4]2=[N:8][C:7]([N+:9]([O-:11])=[O:10])=[CH:6][N:5]2[CH2:12]1. The catalyst class is: 511.